Regression. Given a peptide amino acid sequence and an MHC pseudo amino acid sequence, predict their binding affinity value. This is MHC class II binding data. From a dataset of Peptide-MHC class II binding affinity with 134,281 pairs from IEDB. (1) The peptide sequence is LQSLWANFYELLADA. The MHC is HLA-DQA10501-DQB10301 with pseudo-sequence HLA-DQA10501-DQB10301. The binding affinity (normalized) is 0.191. (2) The peptide sequence is YRWMCLRRFIIFLFI. The MHC is DRB1_1101 with pseudo-sequence DRB1_1101. The binding affinity (normalized) is 0.297.